Predict which catalyst facilitates the given reaction. From a dataset of Catalyst prediction with 721,799 reactions and 888 catalyst types from USPTO. (1) Reactant: Br[C:2]1[N:3]=[CH:4][C:5]([NH2:8])=[N:6][CH:7]=1.[CH2:9]([O:16][CH2:17][C:18]([B-](F)(F)F)=[CH2:19])[C:10]1[CH:15]=[CH:14][CH:13]=[CH:12][CH:11]=1.[K+].C(Cl)Cl.C([O-])([O-])=O.[Cs+].[Cs+]. Product: [CH2:9]([O:16][CH2:17][C:18]([C:2]1[N:3]=[CH:4][C:5]([NH2:8])=[N:6][CH:7]=1)=[CH2:19])[C:10]1[CH:15]=[CH:14][CH:13]=[CH:12][CH:11]=1. The catalyst class is: 140. (2) Reactant: [CH3:1][C:2]1[C:11]([N+:12]([O-])=O)=[CH:10][C:9]([C:15]([F:18])([F:17])[F:16])=[CH:8][C:3]=1[C:4]([O:6][CH3:7])=[O:5].C(O)C.[NH4+].[Cl-]. Product: [NH2:12][C:11]1[C:2]([CH3:1])=[C:3]([CH:8]=[C:9]([C:15]([F:16])([F:17])[F:18])[CH:10]=1)[C:4]([O:6][CH3:7])=[O:5]. The catalyst class is: 292. (3) Reactant: [CH3:1][O:2][C:3]1[CH:4]=[C:5]2[C:9](=[CH:10][CH:11]=1)[N:8]([CH3:12])[CH:7]=[C:6]2[C:13]1[CH2:14][CH2:15][N:16]([C:19]([O:21][C:22]([CH3:25])([CH3:24])[CH3:23])=[O:20])[CH2:17][CH:18]=1. Product: [CH3:1][O:2][C:3]1[CH:4]=[C:5]2[C:9](=[CH:10][CH:11]=1)[N:8]([CH3:12])[CH:7]=[C:6]2[CH:13]1[CH2:14][CH2:15][N:16]([C:19]([O:21][C:22]([CH3:25])([CH3:24])[CH3:23])=[O:20])[CH2:17][CH2:18]1. The catalyst class is: 29. (4) Reactant: C([N:8]1[CH2:12][CH2:11][C:10]2([CH2:16][CH2:15][N:14](CC3C=CC=CC=3)[CH2:13]2)[CH2:9]1)C1C=CC=CC=1. Product: [CH2:9]1[C:10]2([CH2:16][CH2:15][NH:14][CH2:13]2)[CH2:11][CH2:12][NH:8]1. The catalyst class is: 570. (5) Reactant: [CH3:1][O:2][C:3](=[O:21])[C@H:4]([CH2:13][C:14]1[CH:19]=[CH:18][C:17]([NH2:20])=[CH:16][CH:15]=1)[NH:5][C:6]([O:8][C:9]([CH3:12])([CH3:11])[CH3:10])=[O:7].[Br:22][C:23]1[CH:24]=[C:25]2[C:30](=O)[O:29][C:27](=[O:28])[C:26]2=[CH:32][CH:33]=1.C(N1C=CN=C1)(N1C=CN=C1)=O. Product: [CH3:1][O:2][C:3](=[O:21])[C@H:4]([CH2:13][C:14]1[CH:19]=[CH:18][C:17]([N:20]2[C:30](=[O:29])[C:25]3[C:26](=[CH:32][CH:33]=[C:23]([Br:22])[CH:24]=3)[C:27]2=[O:28])=[CH:16][CH:15]=1)[NH:5][C:6]([O:8][C:9]([CH3:12])([CH3:10])[CH3:11])=[O:7]. The catalyst class is: 46. (6) Reactant: [F:1][C@H:2]1[C@H:8]([OH:9])[CH2:7][CH2:6][N:5]([C:10]([O:12][C:13]([CH3:16])([CH3:15])[CH3:14])=[O:11])[CH2:4][CH2:3]1.ClCC(O)=O.C1C=CC(P(C2C=CC=CC=2)C2C=CC=CC=2)=CC=1.CCOC(/N=N/C(OCC)=O)=O. Product: [F:1][C@H:2]1[C@@H:8]([OH:9])[CH2:7][CH2:6][N:5]([C:10]([O:12][C:13]([CH3:16])([CH3:15])[CH3:14])=[O:11])[CH2:4][CH2:3]1. The catalyst class is: 1.